Dataset: Forward reaction prediction with 1.9M reactions from USPTO patents (1976-2016). Task: Predict the product of the given reaction. (1) Given the reactants [CH3:1][O:2][CH2:3][CH2:4][OH:5].[H-].[Na+].Br[C:9]1[CH:10]=[N:11][CH:12]=[C:13]([Br:15])[CH:14]=1, predict the reaction product. The product is: [Br:15][C:13]1[CH:14]=[C:9]([O:5][CH2:4][CH2:3][O:2][CH3:1])[CH:10]=[N:11][CH:12]=1. (2) Given the reactants Cl/[C:2](=[N:8]\[NH:9][CH2:10][C:11]1[CH:16]=[CH:15][CH:14]=[CH:13][C:12]=1[F:17])/[C:3]([O:5][CH2:6][CH3:7])=[O:4].C(S[C:22]1[NH:23][CH:24]=[CH:25][N:26]=1)C=C.C(N(CC)CC)C, predict the reaction product. The product is: [F:17][C:12]1[CH:13]=[CH:14][CH:15]=[CH:16][C:11]=1[CH2:10][N:9]1[C:22]2=[N:26][CH:25]=[CH:24][N:23]2[C:2]([C:3]([O:5][CH2:6][CH3:7])=[O:4])=[N:8]1. (3) Given the reactants I[C:2]1[C:10]2[C:9]([NH2:11])=[N:8][C:7]([NH2:12])=[N:6][C:5]=2[N:4]([CH3:13])[CH:3]=1.[CH3:14][C:15]1[CH:16]=[C:17]([CH3:41])[C:18]2[O:22][C:21]([NH:23][C:24]3[CH:29]=[CH:28][C:27](B4OC(C)(C)C(C)(C)O4)=[CH:26][C:25]=3[F:39])=[N:20][C:19]=2[CH:40]=1, predict the reaction product. The product is: [CH3:14][C:15]1[CH:16]=[C:17]([CH3:41])[C:18]2[O:22][C:21]([NH:23][C:24]3[CH:29]=[CH:28][C:27]([C:2]4[C:10]5[C:9]([NH2:11])=[N:8][C:7]([NH2:12])=[N:6][C:5]=5[N:4]([CH3:13])[CH:3]=4)=[CH:26][C:25]=3[F:39])=[N:20][C:19]=2[CH:40]=1. (4) Given the reactants [C:1]([O:5][C:6](=[O:42])[N:7]([CH2:40][CH3:41])[CH2:8][C:9]1[CH:10]=[N:11][CH:12]=[C:13]([C:16]2[CH:17]=[C:18]3[C:22](=[CH:23][CH:24]=2)[N:21]([CH:25]2[CH2:30][CH2:29][CH2:28][CH2:27][O:26]2)[N:20]=[C:19]3[C:31]2[NH:35][C:34]3[CH2:36][CH2:37][CH2:38][CH2:39][C:33]=3[N:32]=2)[C:14]=1[CH3:15])([CH3:4])([CH3:3])[CH3:2].[C:43](OC(=O)N(CC)CC1C=NC=C(C2C=C3C(=CC=2)N(C2CCCCO2)N=C3C=O)C=1CC)(C)(C)C.C1(=O)CCCCC1=O.C([O-])(=O)C.[NH4+], predict the reaction product. The product is: [C:1]([O:5][C:6](=[O:42])[N:7]([CH2:40][CH3:41])[CH2:8][C:9]1[CH:10]=[N:11][CH:12]=[C:13]([C:16]2[CH:17]=[C:18]3[C:22](=[CH:23][CH:24]=2)[N:21]([CH:25]2[CH2:30][CH2:29][CH2:28][CH2:27][O:26]2)[N:20]=[C:19]3[C:31]2[NH:32][C:33]3[CH2:39][CH2:38][CH2:37][CH2:36][C:34]=3[N:35]=2)[C:14]=1[CH2:15][CH3:43])([CH3:3])([CH3:4])[CH3:2]. (5) Given the reactants [Cl:1][C:2]1[C:3]([C:8]2[CH:19]=[CH:18][C:11]3[C:12](O)=[N:13][S:14](=[O:16])(=[O:15])[C:10]=3[CH:9]=2)=[N:4][CH:5]=[CH:6][CH:7]=1.[C:20]([C:24]1[CH:31]=[CH:30][C:27]([CH2:28][NH2:29])=[CH:26][CH:25]=1)([CH3:23])([CH3:22])[CH3:21], predict the reaction product. The product is: [C:20]([C:24]1[CH:25]=[CH:26][C:27]([CH2:28][NH:29][C:12]2[C:11]3[CH:18]=[CH:19][C:8]([C:3]4[C:2]([Cl:1])=[CH:7][CH:6]=[CH:5][N:4]=4)=[CH:9][C:10]=3[S:14](=[O:16])(=[O:15])[N:13]=2)=[CH:30][CH:31]=1)([CH3:23])([CH3:21])[CH3:22].